Dataset: Catalyst prediction with 721,799 reactions and 888 catalyst types from USPTO. Task: Predict which catalyst facilitates the given reaction. (1) Reactant: [CH3:1][C:2]([C:5]1[CH:11]=[CH:10][C:8]([NH2:9])=[CH:7][CH:6]=1)([CH3:4])[CH3:3].[S-:12][C:13]#[N:14].[K+].BrBr.O. Product: [CH3:4][C:2]([C:5]1[CH:6]=[CH:7][C:8]2[N:9]=[C:13]([NH2:14])[S:12][C:10]=2[CH:11]=1)([CH3:1])[CH3:3]. The catalyst class is: 15. (2) Reactant: [H-].[Na+].[OH:3][C@@H:4]([CH2:9][O:10][C@H:11]([CH3:15])[CH2:12][O:13][CH3:14])[C:5]([O:7][CH3:8])=[O:6].Cl[C:17]1[N:22]=[CH:21][N:20]=[C:19]2[N:23]([C:26]3[C:31]([Cl:32])=[CH:30][CH:29]=[CH:28][N:27]=3)[N:24]=[CH:25][C:18]=12. Product: [Cl:32][C:31]1[C:26]([N:23]2[C:19]3=[N:20][CH:21]=[N:22][C:17]([O:3][C@@H:4]([CH2:9][O:10][C@H:11]([CH3:15])[CH2:12][O:13][CH3:14])[C:5]([O:7][CH3:8])=[O:6])=[C:18]3[CH:25]=[N:24]2)=[N:27][CH:28]=[CH:29][CH:30]=1. The catalyst class is: 56. (3) Reactant: [CH3:1][O:2][C:3]([C:5]1[CH:6]=[C:7]([OH:17])[C:8](Br)=[C:9]2[O:13][C:12]([CH3:15])([CH3:14])[CH2:11][C:10]=12)=[O:4].OCC1(OC[C@@H](O)[C@@H](O)[C@H]1O)O. Product: [CH3:1][O:2][C:3]([C:5]1[CH:6]=[C:7]([OH:17])[CH:8]=[C:9]2[O:13][C:12]([CH3:14])([CH3:15])[CH2:11][C:10]=12)=[O:4]. The catalyst class is: 19.